This data is from Catalyst prediction with 721,799 reactions and 888 catalyst types from USPTO. The task is: Predict which catalyst facilitates the given reaction. Reactant: [Cl:1][C:2]1[N:7]=[C:6]([NH2:8])[CH:5]=[CH:4][N:3]=1.[H-].[Na+].[CH3:11][O:12][CH2:13][C:14](Cl)=[O:15]. Product: [Cl:1][C:2]1[N:7]=[C:6]([NH:8][C:14](=[O:15])[CH2:13][O:12][CH3:11])[CH:5]=[CH:4][N:3]=1. The catalyst class is: 3.